From a dataset of Forward reaction prediction with 1.9M reactions from USPTO patents (1976-2016). Predict the product of the given reaction. (1) Given the reactants [Cl:1][C:2]1[C:3](F)=[C:4]([CH:7]=[CH:8][CH:9]=1)[CH:5]=O.C[CH:12]([SH:16])[C:13]([O-:15])=[O:14].[CH2:17](NCC)C, predict the reaction product. The product is: [Cl:1][C:2]1[C:3]2[S:16][C:12]([C:13]([O:15][CH3:17])=[O:14])=[CH:5][C:4]=2[CH:7]=[CH:8][CH:9]=1. (2) The product is: [NH2:22][C:16]1[N:15]=[C:14]([C:8]2[N:7]=[C:6]3[C:5]4[CH:23]=[CH:24][C:2]([C:43]5[CH:44]=[N:45][N:46]([CH2:48][CH2:49][OH:50])[CH:47]=5)=[CH:3][C:4]=4[O:13][CH2:12][CH2:11][N:10]3[CH:9]=2)[N:18]([CH:19]([CH3:21])[CH3:20])[N:17]=1. Given the reactants Br[C:2]1[CH:24]=[CH:23][C:5]2[C:6]3[N:10]([CH2:11][CH2:12][O:13][C:4]=2[CH:3]=1)[CH:9]=[C:8]([C:14]1[N:18]([CH:19]([CH3:21])[CH3:20])[N:17]=[C:16]([NH2:22])[N:15]=1)[N:7]=3.C(=O)([O-])[O-].[K+].[K+].C(#N)C.O.CC1(C)C(C)(C)OB([C:43]2[CH:44]=[N:45][N:46]([CH2:48][CH2:49][O:50]C(=O)C)[CH:47]=2)O1, predict the reaction product. (3) The product is: [Cl:1][C:2]1[CH:7]=[C:6]([Cl:8])[C:5]([Cl:9])=[CH:4][C:3]=1[O:10][CH2:11][C:12]1[S:17][C:16]([NH2:18])=[N:15][N:13]=1. Given the reactants [Cl:1][C:2]1[CH:7]=[C:6]([Cl:8])[C:5]([Cl:9])=[CH:4][C:3]=1[O:10][CH2:11][C:12]#[N:13].N[NH:15][C:16]([NH2:18])=[S:17], predict the reaction product. (4) The product is: [CH3:11][C:6]1[CH:7]=[CH:8][C:9]([NH:10][CH2:15][CH2:16][O:17][C:18]2[CH:23]=[CH:22][CH:21]=[CH:20][CH:19]=2)=[C:4]([N+:1]([O-:3])=[O:2])[CH:5]=1. Given the reactants [N+:1]([C:4]1[CH:5]=[C:6]([CH3:11])[CH:7]=[CH:8][C:9]=1[NH2:10])([O-:3])=[O:2].[H-].[Na+].Br[CH2:15][CH2:16][O:17][C:18]1[CH:23]=[CH:22][CH:21]=[CH:20][CH:19]=1, predict the reaction product. (5) Given the reactants [CH2:1]([C:3]1[C:12]([C:13]2[CH:18]=[CH:17][CH:16]=[CH:15][CH:14]=2)=[C:11]([S:19][CH2:20][CH2:21][OH:22])[C:10]2[C:5](=[CH:6][CH:7]=[C:8]([F:23])[CH:9]=2)[N:4]=1)[CH3:2].N1C=CN=C1.[Si:29](Cl)([C:32]([CH3:35])([CH3:34])[CH3:33])([CH3:31])[CH3:30], predict the reaction product. The product is: [Si:29]([O:22][CH2:21][CH2:20][S:19][C:11]1[C:10]2[C:5](=[CH:6][CH:7]=[C:8]([F:23])[CH:9]=2)[N:4]=[C:3]([CH2:1][CH3:2])[C:12]=1[C:13]1[CH:18]=[CH:17][CH:16]=[CH:15][CH:14]=1)([C:32]([CH3:35])([CH3:34])[CH3:33])([CH3:31])[CH3:30]. (6) Given the reactants [Cl:1][C:2]1[CH:42]=[C:41]([N+:43]([O-])=O)[CH:40]=[CH:39][C:3]=1[O:4][CH2:5][CH2:6][CH2:7][CH2:8][Si:9]([CH3:38])([CH3:37])[O:10][Si:11]([CH3:36])([CH3:35])[O:12][Si:13]([CH3:34])([CH3:33])[O:14][Si:15]([CH2:18][CH2:19][CH2:20][CH2:21][O:22][C:23]1[CH:28]=[CH:27][C:26]([N+:29]([O-])=O)=[CH:25][C:24]=1[Cl:32])([CH3:17])[CH3:16].[H][H], predict the reaction product. The product is: [NH2:29][C:26]1[CH:27]=[CH:28][C:23]([O:22][CH2:21][CH2:20][CH2:19][CH2:18][Si:15]([CH3:16])([CH3:17])[O:14][Si:13]([CH3:34])([CH3:33])[O:12][Si:11]([CH3:36])([CH3:35])[O:10][Si:9]([CH2:8][CH2:7][CH2:6][CH2:5][O:4][C:3]2[CH:39]=[CH:40][C:41]([NH2:43])=[CH:42][C:2]=2[Cl:1])([CH3:37])[CH3:38])=[C:24]([Cl:32])[CH:25]=1.